From a dataset of Retrosynthesis with 50K atom-mapped reactions and 10 reaction types from USPTO. Predict the reactants needed to synthesize the given product. (1) Given the product COc1cccc(N=Cc2ccccc2C)c1, predict the reactants needed to synthesize it. The reactants are: COc1cccc(N)c1.Cc1ccccc1C=O. (2) Given the product Cn1cncc1C(O)(c1ccc(C(F)(F)F)nc1)c1ccc2nc(N3CCC3)c(CC(F)(F)F)c(Cl)c2c1, predict the reactants needed to synthesize it. The reactants are: C1CNC1.Cn1cncc1C(O)(c1ccc(C(F)(F)F)nc1)c1ccc2nc(Cl)c(CC(F)(F)F)c(Cl)c2c1. (3) Given the product Cc1ccc(NC(=O)c2cccc(Cl)c2)cc1OCc1csc2c(C(=O)NCCO)cncc12, predict the reactants needed to synthesize it. The reactants are: CCOC(=O)c1cncc2c(COc3cc(NC(=O)c4cccc(Cl)c4)ccc3C)csc12.NCCO. (4) Given the product CCc1cc(C(=O)NCc2cccc(N)c2)c(NC(=O)C2CCC(C(=O)O)CC2)s1, predict the reactants needed to synthesize it. The reactants are: CCc1cc(C(=O)NCc2cccc([N+](=O)[O-])c2)c(NC(=O)C2CCC(C(=O)O)CC2)s1. (5) Given the product O=c1[nH]ccc2occ(-c3ccncc3)c12, predict the reactants needed to synthesize it. The reactants are: O=c1[nH]ccc2occ(Br)c12.OB(O)c1ccncc1. (6) Given the product NC(=O)c1oc2ccc(Br)cc2c1NC(=O)[C@@H](N)Cc1ccccc1, predict the reactants needed to synthesize it. The reactants are: CC(C)(C)OC(=O)N[C@@H](Cc1ccccc1)C(=O)Nc1c(C(N)=O)oc2ccc(Br)cc12. (7) Given the product Cc1cc(-c2cccc(C(=O)CC(=O)Nc3cc(C)c(N(C)CC(C)C)cc3NC(=O)OC(C)(C)C)c2)on1, predict the reactants needed to synthesize it. The reactants are: Cc1cc(-c2cccc(C(=O)CC(=O)OC(C)(C)C)c2)on1.Cc1cc(N)c(NC(=O)OC(C)(C)C)cc1N(C)CC(C)C.